This data is from NCI-60 drug combinations with 297,098 pairs across 59 cell lines. The task is: Regression. Given two drug SMILES strings and cell line genomic features, predict the synergy score measuring deviation from expected non-interaction effect. (1) Drug 1: CN(CCCl)CCCl.Cl. Drug 2: COC1=C2C(=CC3=C1OC=C3)C=CC(=O)O2. Cell line: KM12. Synergy scores: CSS=19.4, Synergy_ZIP=-7.16, Synergy_Bliss=-1.58, Synergy_Loewe=-11.0, Synergy_HSA=-2.43. (2) Drug 1: C1=CC(=CC=C1CCC2=CNC3=C2C(=O)NC(=N3)N)C(=O)NC(CCC(=O)O)C(=O)O. Drug 2: CC12CCC3C(C1CCC2OP(=O)(O)O)CCC4=C3C=CC(=C4)OC(=O)N(CCCl)CCCl.[Na+]. Cell line: SR. Synergy scores: CSS=29.4, Synergy_ZIP=-7.18, Synergy_Bliss=-11.4, Synergy_Loewe=-17.9, Synergy_HSA=-7.52. (3) Drug 1: CCC1=CC2CC(C3=C(CN(C2)C1)C4=CC=CC=C4N3)(C5=C(C=C6C(=C5)C78CCN9C7C(C=CC9)(C(C(C8N6C)(C(=O)OC)O)OC(=O)C)CC)OC)C(=O)OC.C(C(C(=O)O)O)(C(=O)O)O. Drug 2: C1CC(C1)(C(=O)O)C(=O)O.[NH2-].[NH2-].[Pt+2]. Cell line: KM12. Synergy scores: CSS=48.4, Synergy_ZIP=-3.09, Synergy_Bliss=-3.21, Synergy_Loewe=-18.7, Synergy_HSA=-0.606. (4) Cell line: NCI-H322M. Drug 1: CN1C(=O)N2C=NC(=C2N=N1)C(=O)N. Drug 2: CCC1(CC2CC(C3=C(CCN(C2)C1)C4=CC=CC=C4N3)(C5=C(C=C6C(=C5)C78CCN9C7C(C=CC9)(C(C(C8N6C)(C(=O)OC)O)OC(=O)C)CC)OC)C(=O)OC)O.OS(=O)(=O)O. Synergy scores: CSS=-3.46, Synergy_ZIP=2.07, Synergy_Bliss=-0.221, Synergy_Loewe=-5.40, Synergy_HSA=-5.19. (5) Drug 1: CCCCCOC(=O)NC1=NC(=O)N(C=C1F)C2C(C(C(O2)C)O)O. Drug 2: C#CCC(CC1=CN=C2C(=N1)C(=NC(=N2)N)N)C3=CC=C(C=C3)C(=O)NC(CCC(=O)O)C(=O)O. Cell line: HOP-92. Synergy scores: CSS=20.5, Synergy_ZIP=5.22, Synergy_Bliss=3.61, Synergy_Loewe=-12.0, Synergy_HSA=-2.22. (6) Drug 1: C1C(C(OC1N2C=NC3=C(N=C(N=C32)Cl)N)CO)O. Drug 2: C(CCl)NC(=O)N(CCCl)N=O. Cell line: EKVX. Synergy scores: CSS=0.408, Synergy_ZIP=1.98, Synergy_Bliss=1.19, Synergy_Loewe=-5.02, Synergy_HSA=-5.06.